Dataset: NCI-60 drug combinations with 297,098 pairs across 59 cell lines. Task: Regression. Given two drug SMILES strings and cell line genomic features, predict the synergy score measuring deviation from expected non-interaction effect. Cell line: NCIH23. Drug 2: C1C(C(OC1N2C=NC3=C2NC=NCC3O)CO)O. Synergy scores: CSS=9.14, Synergy_ZIP=-2.03, Synergy_Bliss=0.657, Synergy_Loewe=-0.656, Synergy_HSA=0.371. Drug 1: CS(=O)(=O)CCNCC1=CC=C(O1)C2=CC3=C(C=C2)N=CN=C3NC4=CC(=C(C=C4)OCC5=CC(=CC=C5)F)Cl.